From a dataset of Reaction yield outcomes from USPTO patents with 853,638 reactions. Predict the reaction yield, written as a fraction of the theoretical maximum amount of product (1.0 means a 100% yield; for example, 0.34 means a 34% yield). The reactants are [Br:1][C:2]1[CH:7]=[CH:6][C:5]([CH:8]2[CH2:11][CH2:10][NH:9]2)=[CH:4][CH:3]=1.C(N(CC)CC)C.[C:19](OC(=O)C)(=[O:21])[CH3:20].C(OCC)(=O)C. The catalyst is ClCCl. The product is [Br:1][C:2]1[CH:3]=[CH:4][C:5]([CH:8]2[CH2:11][CH2:10][N:9]2[C:19](=[O:21])[CH3:20])=[CH:6][CH:7]=1. The yield is 0.490.